This data is from Full USPTO retrosynthesis dataset with 1.9M reactions from patents (1976-2016). The task is: Predict the reactants needed to synthesize the given product. (1) Given the product [CH:20]([N:4]1[CH2:3][CH2:2][N:1]([C:7]2[CH:8]=[C:9]([CH:12]=[CH:13][N:14]=2)[C:10]#[N:11])[CH2:6][CH2:5]1)([CH3:22])[CH3:19], predict the reactants needed to synthesize it. The reactants are: [N:1]1([C:7]2[CH:8]=[C:9]([CH:12]=[CH:13][N:14]=2)[C:10]#[N:11])[CH2:6][CH2:5][NH:4][CH2:3][CH2:2]1.C(O)(=O)C.[CH3:19][C:20]([CH3:22])=O.C(O[BH-](OC(=O)C)OC(=O)C)(=O)C.[Na+].[OH-].[Na+]. (2) Given the product [C:36]([NH:35][C:33](=[O:34])[C:32]1[CH:40]=[CH:41][CH:42]=[C:30]([O:29][C:26]2[C:25]([Cl:43])=[CH:24][C:23]([NH:22][C:19]3[C:20]4[N:12]([CH2:11][CH2:10][OH:9])[CH:13]=[CH:14][C:15]=4[N:16]=[CH:17][N:18]=3)=[CH:28][N:27]=2)[CH:31]=1)([CH3:39])([CH3:37])[CH3:38], predict the reactants needed to synthesize it. The reactants are: C([O:9][CH2:10][CH2:11][N:12]1[C:20]2[C:19](Cl)=[N:18][CH:17]=[N:16][C:15]=2[CH:14]=[CH:13]1)(=O)C1C=CC=CC=1.[NH2:22][C:23]1[CH:24]=[C:25]([Cl:43])[C:26]([O:29][C:30]2[CH:31]=[C:32]([CH:40]=[CH:41][CH:42]=2)[C:33]([NH:35][C:36]([CH3:39])([CH3:38])[CH3:37])=[O:34])=[N:27][CH:28]=1.[OH-].[Na+]. (3) Given the product [OH:1][CH2:2][C:3]1[CH:26]=[CH:25][C:6]2[S:7][CH:8]=[C:9]([C:10]3[CH:15]=[CH:14][C:13]([CH:16]4[CH2:21][CH2:20][S:19](=[O:23])(=[O:22])[CH2:18][CH2:17]4)=[CH:12][C:11]=3[CH3:24])[C:5]=2[CH:4]=1, predict the reactants needed to synthesize it. The reactants are: [OH:1][CH2:2][C:3]1[CH:26]=[CH:25][C:6]2[S:7][CH:8]=[C:9]([C:10]3[CH:15]=[CH:14][C:13]([C:16]4[CH2:17][CH2:18][S:19](=[O:23])(=[O:22])[CH2:20][CH:21]=4)=[CH:12][C:11]=3[CH3:24])[C:5]=2[CH:4]=1.C([O-])=O.[NH4+].